From a dataset of NCI-60 drug combinations with 297,098 pairs across 59 cell lines. Regression. Given two drug SMILES strings and cell line genomic features, predict the synergy score measuring deviation from expected non-interaction effect. (1) Drug 2: C1=NNC2=C1C(=O)NC=N2. Synergy scores: CSS=13.3, Synergy_ZIP=-4.78, Synergy_Bliss=0.381, Synergy_Loewe=0.0534, Synergy_HSA=0.239. Drug 1: C1=NC2=C(N1)C(=S)N=C(N2)N. Cell line: SNB-75. (2) Drug 1: CCC1(CC2CC(C3=C(CCN(C2)C1)C4=CC=CC=C4N3)(C5=C(C=C6C(=C5)C78CCN9C7C(C=CC9)(C(C(C8N6C=O)(C(=O)OC)O)OC(=O)C)CC)OC)C(=O)OC)O.OS(=O)(=O)O. Drug 2: C1=NC(=NC(=O)N1C2C(C(C(O2)CO)O)O)N. Cell line: SK-OV-3. Synergy scores: CSS=16.1, Synergy_ZIP=-6.82, Synergy_Bliss=-4.40, Synergy_Loewe=-12.7, Synergy_HSA=-3.41. (3) Synergy scores: CSS=12.6, Synergy_ZIP=-6.39, Synergy_Bliss=-3.66, Synergy_Loewe=-0.479, Synergy_HSA=-0.280. Drug 1: C1=CC(=CC=C1CCC2=CNC3=C2C(=O)NC(=N3)N)C(=O)NC(CCC(=O)O)C(=O)O. Cell line: NCI-H226. Drug 2: C1=CN(C(=O)N=C1N)C2C(C(C(O2)CO)O)O.Cl. (4) Drug 1: CS(=O)(=O)CCNCC1=CC=C(O1)C2=CC3=C(C=C2)N=CN=C3NC4=CC(=C(C=C4)OCC5=CC(=CC=C5)F)Cl. Drug 2: C(CC(=O)O)C(=O)CN.Cl. Cell line: OVCAR3. Synergy scores: CSS=6.73, Synergy_ZIP=0.204, Synergy_Bliss=4.00, Synergy_Loewe=4.36, Synergy_HSA=4.83.